From a dataset of Retrosynthesis with 50K atom-mapped reactions and 10 reaction types from USPTO. Predict the reactants needed to synthesize the given product. (1) Given the product Cc1ccncc1N1CCN(c2ccccc2)C1=O, predict the reactants needed to synthesize it. The reactants are: Brc1ccccc1.Cc1ccncc1N1CCNC1=O. (2) Given the product Nc1nccc(C=O)n1, predict the reactants needed to synthesize it. The reactants are: COC(OC)c1ccnc(N)n1. (3) Given the product COc1ccc(F)c(-c2ccc(OCc3cc(C(CC(=O)O)C4CC4)ncn3)nc2CC(C)(C)C)c1, predict the reactants needed to synthesize it. The reactants are: CCOC(=O)CC(c1cc(COc2ccc(-c3cc(OC)ccc3F)c(CC(C)(C)C)n2)ncn1)C1CC1. (4) Given the product N#Cc1cc([N+](=O)[O-])c2nc(C(F)(F)F)[nH]c2c1N1CCCCC1, predict the reactants needed to synthesize it. The reactants are: C1CCNCC1.N#Cc1cc([N+](=O)[O-])c2nc(C(F)(F)F)[nH]c2c1Cl. (5) Given the product CCCCOC(=O)NC(Cc1ccc(OCCn2c(=O)sc3cc(C(=O)c4ccccc4)ccc32)cc1)C(=O)OC, predict the reactants needed to synthesize it. The reactants are: CCCCOC(=O)Cl.COC(=O)C(N)Cc1ccc(OCCn2c(=O)sc3cc(C(=O)c4ccccc4)ccc32)cc1. (6) Given the product N#Cc1ccc(N(Cc2cccc(F)c2)c2cncnc2)cc1, predict the reactants needed to synthesize it. The reactants are: Fc1cccc(CBr)c1.N#Cc1ccc(Nc2cncnc2)cc1. (7) The reactants are: CN1CCN(Cc2cc(/C=C/C(=O)O)cnc2N)CC1.CNCc1ccc(C)c2ccccc12. Given the product Cc1ccc(CN(C)C(=O)/C=C/c2cnc(N)c(CN3CCN(C)CC3)c2)c2ccccc12, predict the reactants needed to synthesize it. (8) Given the product OCc1ccc(-c2ccc(C(F)(F)F)cc2)s1, predict the reactants needed to synthesize it. The reactants are: O=Cc1ccc(-c2ccc(C(F)(F)F)cc2)s1. (9) Given the product Cc1ccc(S(=O)(=O)OCCCOc2ccc([N+](=O)[O-])c(CS(=O)(=O)c3cccc4ccccc34)c2)cc1, predict the reactants needed to synthesize it. The reactants are: Cc1ccc(S(=O)(=O)Cl)cc1.O=[N+]([O-])c1ccc(OCCCO)cc1CS(=O)(=O)c1cccc2ccccc12.